From a dataset of Reaction yield outcomes from USPTO patents with 853,638 reactions. Predict the reaction yield, written as a fraction of the theoretical maximum amount of product (1.0 means a 100% yield; for example, 0.34 means a 34% yield). The reactants are [CH3:1][N:2]1[C:7](=[O:8])[C:6]([NH:9][C:10]2[CH:15]=[CH:14][C:13]([N:16]3[CH2:21][CH2:20][N:19]([CH:22]4[CH2:25][O:24][CH2:23]4)[CH2:18][CH2:17]3)=[CH:12][N:11]=2)=[CH:5][C:4]([C:26]2[CH:33]=[N:32][CH:31]=[C:30]([N:34]3[CH:46]=[CH:45][N:37]4[C:38]5[CH2:39][CH2:40][CH2:41][CH2:42][C:43]=5[CH:44]=[C:36]4[C:35]3=[O:47])[C:27]=2[CH:28]=[O:29])=[CH:3]1.[BH4-].[Na+]. The catalyst is CO. The product is [OH:29][CH2:28][C:27]1[C:26]([C:4]2[CH:5]=[C:6]([NH:9][C:10]3[CH:15]=[CH:14][C:13]([N:16]4[CH2:17][CH2:18][N:19]([CH:22]5[CH2:25][O:24][CH2:23]5)[CH2:20][CH2:21]4)=[CH:12][N:11]=3)[C:7](=[O:8])[N:2]([CH3:1])[CH:3]=2)=[CH:33][N:32]=[CH:31][C:30]=1[N:34]1[CH:46]=[CH:45][N:37]2[C:38]3[CH2:39][CH2:40][CH2:41][CH2:42][C:43]=3[CH:44]=[C:36]2[C:35]1=[O:47]. The yield is 0.370.